From a dataset of Reaction yield outcomes from USPTO patents with 853,638 reactions. Predict the reaction yield, written as a fraction of the theoretical maximum amount of product (1.0 means a 100% yield; for example, 0.34 means a 34% yield). (1) The reactants are [CH3:1][O:2][C:3](=[O:24])/[C:4](/[C:11]1[CH:16]=[CH:15][C:14]([N:17]2[C:21]([CH3:22])=[N:20][N:19]=[N:18]2)=[C:13]([Cl:23])[CH:12]=1)=[CH:5]/[CH:6]1[CH2:10][CH2:9][CH2:8][CH2:7]1.[BH4-].[Na+]. The catalyst is CO.O.O.O.O.O.O.[Ni](Cl)Cl. The product is [CH3:1][O:2][C:3](=[O:24])[CH:4]([C:11]1[CH:16]=[CH:15][C:14]([N:17]2[C:21]([CH3:22])=[N:20][N:19]=[N:18]2)=[C:13]([Cl:23])[CH:12]=1)[CH2:5][CH:6]1[CH2:7][CH2:8][CH2:9][CH2:10]1. The yield is 0.990. (2) The yield is 0.703. The catalyst is C(O)C.O. The reactants are [CH2:1]([O:5][CH2:6][C@@H:7]([NH:12][C:13]([C@H:15]1[O:17][C@@H:16]1[C:18]([O:20]CC)=[O:19])=[O:14])[CH2:8][CH:9]([CH3:11])[CH3:10])[CH:2]([CH3:4])[CH3:3].C(=O)([O-])[O-].[Na+:27].[Na+]. The product is [CH2:1]([O:5][CH2:6][C@@H:7]([NH:12][C:13]([C@H:15]1[O:17][C@@H:16]1[C:18]([O-:20])=[O:19])=[O:14])[CH2:8][CH:9]([CH3:11])[CH3:10])[CH:2]([CH3:3])[CH3:4].[Na+:27]. (3) The yield is 0.140. The reactants are C(N(CC)CC)C.[CH:8]([C:10]1[C:14]2[CH:15]=[N:16][CH:17]=[CH:18][C:13]=2[N:12](C(OC(C)(C)C)=O)[CH:11]=1)=[O:9].[CH:26](=[N:33][C:34]1[CH:39]=[CH:38][CH:37]=[C:36]([O:40][CH3:41])[CH:35]=1)[C:27]1[CH:32]=[CH:31][CH:30]=[CH:29][CH:28]=1. The catalyst is [Cl-].C([N+]1C(C)=C(CCO)SC=1)C1C=CC=CC=1.C(O)C. The product is [CH3:41][O:40][C:36]1[CH:35]=[C:34]([NH:33][CH:26]([C:27]2[CH:32]=[CH:31][CH:30]=[CH:29][CH:28]=2)[C:8]([C:10]2[C:14]3[CH:15]=[N:16][CH:17]=[CH:18][C:13]=3[NH:12][CH:11]=2)=[O:9])[CH:39]=[CH:38][CH:37]=1. (4) The reactants are C([O:5][C:6](=[O:20])[CH2:7][C:8]1([OH:19])[CH2:11][N:10]([C:12]([O:14][C:15]([CH3:18])([CH3:17])[CH3:16])=[O:13])[CH2:9]1)(C)(C)C.Cl.[OH-].[Na+].O(C(OC(C)(C)C)=O)C(OC(C)(C)C)=O. The catalyst is O1CCOCC1. The product is [C:12]([N:10]1[CH2:9][C:8]([CH2:7][C:6]([OH:20])=[O:5])([OH:19])[CH2:11]1)([O:14][C:15]([CH3:18])([CH3:17])[CH3:16])=[O:13]. The yield is 0.940. (5) The reactants are [Cl-].[OH:2][NH3+:3].[C:4](=[O:7])([O-])O.[Na+].CS(C)=O.[Si]([O:20][C:21]([C@H:24]1[CH2:29][CH2:28][C@H:27]([O:30][C:31]2[CH:36]=[CH:35][C:34]([N:37]3[C:42](=[O:43])[C:41]([CH2:44][C:45]4[CH:50]=[CH:49][C:48]([C:51]5[C:52]([C:57]#[N:58])=[CH:53][CH:54]=[CH:55][CH:56]=5)=[CH:47][CH:46]=4)=[C:40]([CH2:59][CH2:60][CH3:61])[N:39]=[C:38]3[CH2:62][CH3:63])=[CH:33][CH:32]=2)[CH2:26][CH2:25]1)([CH3:23])[CH3:22])(C(C)(C)C)(C)C. The catalyst is O. The product is [CH2:62]([C:38]1[N:37]([C:34]2[CH:33]=[CH:32][C:31]([O:30][C@H:27]3[CH2:26][CH2:25][C@H:24]([C:21]([OH:20])([CH3:23])[CH3:22])[CH2:29][CH2:28]3)=[CH:36][CH:35]=2)[C:42](=[O:43])[C:41]([CH2:44][C:45]2[CH:46]=[CH:47][C:48]([C:51]3[CH:56]=[CH:55][CH:54]=[CH:53][C:52]=3[C:57]3[NH:58][C:4](=[O:7])[O:2][N:3]=3)=[CH:49][CH:50]=2)=[C:40]([CH2:59][CH2:60][CH3:61])[N:39]=1)[CH3:63]. The yield is 0.210. (6) The reactants are Cl[Sn](Cl)(Cl)Cl.[CH3:6][C:7]1[S:11][C:10]2[CH:12]=[CH:13][CH:14]=[CH:15][C:9]=2[CH:8]=1.[CH3:16][O:17]C(Cl)Cl.Cl. The catalyst is C(Cl)Cl. The product is [CH3:6][C:7]1[S:11][C:10]2[CH:12]=[CH:13][CH:14]=[CH:15][C:9]=2[C:8]=1[CH:16]=[O:17]. The yield is 0.980. (7) The reactants are [Cl:1][C:2]1C=CC(CCC)=C[C:3]=1[C:4](OCC)=O.[H-].[CH2:17]([Al+]CC(C)C)[CH:18](C)[CH3:19].C([O-])(O)=O.[Na+].[CH2:31]1[CH2:35][O:34][CH2:33][CH2:32]1. The catalyst is C1(C)C=CC=CC=1. The product is [Cl:1][C:2]1[CH:3]=[CH:4][CH:33]=[C:32]([CH2:17][CH2:18][CH3:19])[C:31]=1[CH2:35][OH:34]. The yield is 0.830.